This data is from Reaction yield outcomes from USPTO patents with 853,638 reactions. The task is: Predict the reaction yield, written as a fraction of the theoretical maximum amount of product (1.0 means a 100% yield; for example, 0.34 means a 34% yield). (1) The reactants are [N+:1]([C:4]1[CH:5]=[C:6]([OH:10])[CH:7]=[CH:8][CH:9]=1)([O-:3])=[O:2].[CH2:11]([O:13][C:14](=[O:26])[CH2:15][C:16]1[CH:21]=[CH:20][C:19](Br)=[CH:18][C:17]=1[N+:23]([O-:25])=[O:24])[CH3:12].CN(C)CC(O)=O.C([O-])([O-])=O.[Cs+].[Cs+]. The catalyst is O1CCOCC1.O.[Cu](I)I. The product is [CH2:11]([O:13][C:14](=[O:26])[CH2:15][C:16]1[CH:21]=[CH:20][C:19]([O:10][C:6]2[CH:7]=[CH:8][CH:9]=[C:4]([N+:1]([O-:3])=[O:2])[CH:5]=2)=[CH:18][C:17]=1[N+:23]([O-:25])=[O:24])[CH3:12]. The yield is 0.620. (2) The product is [CH3:17][N:14]1[CH2:15][CH2:16][N:11]([C:8]2[CH:7]=[CH:6][C:5]([N+:2]([O-:4])=[O:3])=[CH:10][CH:9]=2)[CH2:12][CH2:13]1. The catalyst is CCOC(C)=O. The reactants are Cl.[N+:2]([C:5]1[CH:10]=[CH:9][C:8]([N:11]2[CH2:16][CH2:15][NH:14][CH2:13][CH2:12]2)=[CH:7][CH:6]=1)([O-:4])=[O:3].[CH:17](O)=O.C=O.[OH-].[Na+]. The yield is 0.700. (3) The reactants are [F:1][C:2]1[CH:16]=[CH:15][C:5]([O:6][C:7]2[CH:12]=[CH:11][C:10]([CH2:13]O)=[CH:9][CH:8]=2)=[CH:4][CH:3]=1.N1C=CC=CC=1.S(Cl)([Cl:25])=O. The catalyst is ClCCl. The product is [Cl:25][CH2:13][C:10]1[CH:11]=[CH:12][C:7]([O:6][C:5]2[CH:15]=[CH:16][C:2]([F:1])=[CH:3][CH:4]=2)=[CH:8][CH:9]=1. The yield is 0.275. (4) The reactants are [C:1]12([CH2:11][CH2:12][N:13]([CH2:26][CH2:27][NH:28][CH3:29])[C:14]([NH:16][CH2:17][CH2:18][CH2:19][C:20]3[CH:25]=[CH:24][N:23]=[CH:22][CH:21]=3)=[O:15])[CH2:10][CH:5]3[CH2:6][CH:7]([CH2:9][CH:3]([CH2:4]3)[CH2:2]1)[CH2:8]2.C(=O)([O-])[O-].[K+].[K+].[I-].[Na+].[CH3:38][O:39][CH2:40][CH2:41]Cl. The catalyst is O.C(OCC)C.CN(C)C=O. The product is [C:1]12([CH2:11][CH2:12][N:13]([CH2:26][CH2:27][N:28]([CH2:41][CH2:40][O:39][CH3:38])[CH3:29])[C:14]([NH:16][CH2:17][CH2:18][CH2:19][C:20]3[CH:25]=[CH:24][N:23]=[CH:22][CH:21]=3)=[O:15])[CH2:8][CH:7]3[CH2:6][CH:5]([CH2:4][CH:3]([CH2:9]3)[CH2:2]1)[CH2:10]2. The yield is 0.321. (5) The reactants are [NH2:1][C:2]1[CH:7]=[CH:6][C:5]([OH:8])=[CH:4][CH:3]=1.Cl[C:10]1[C:19]2[C:14](=[CH:15][C:16]([Cl:20])=[CH:17][CH:18]=2)[N:13]=[CH:12][CH:11]=1. The catalyst is C(O)C. The product is [Cl:20][C:16]1[CH:15]=[C:14]2[C:19]([C:10]([NH:1][C:2]3[CH:7]=[CH:6][C:5]([OH:8])=[CH:4][CH:3]=3)=[CH:11][CH:12]=[N:13]2)=[CH:18][CH:17]=1. The yield is 0.950.